Predict the reactants needed to synthesize the given product. From a dataset of Full USPTO retrosynthesis dataset with 1.9M reactions from patents (1976-2016). Given the product [NH:17]1[CH2:18][CH2:19][CH2:20][NH:16][C:13]1=[N:12][C:10]([C:3]1[C:2]([NH2:1])=[N:7][C:6]([NH2:8])=[C:5]([Cl:9])[N:4]=1)=[O:11], predict the reactants needed to synthesize it. The reactants are: [NH2:1][C:2]1[C:3]([C:10]([NH:12][C:13](=[NH:16])SC)=[O:11])=[N:4][C:5]([Cl:9])=[C:6]([NH2:8])[N:7]=1.[NH2:17][CH2:18][CH2:19][CH2:20]N.